This data is from Forward reaction prediction with 1.9M reactions from USPTO patents (1976-2016). The task is: Predict the product of the given reaction. (1) Given the reactants [NH2:1][C:2]1[C:7]([C:8]([F:11])([F:10])[F:9])=[CH:6][C:5]([CH2:12][C@@H:13]([O:34][C:35]([N:37]2[CH2:42][CH2:41][CH:40]([N:43]3[CH2:49][CH2:48][C:47]4[CH:50]=[CH:51][CH:52]=[CH:53][C:46]=4[NH:45][C:44]3=[O:54])[CH2:39][CH2:38]2)=[O:36])[C:14]([N:16]2[CH2:21][CH2:20][N:19]([CH:22]3[CH2:27][CH2:26][N:25]([CH2:28][C:29]([O:31][CH2:32][CH3:33])=[O:30])[CH2:24][CH2:23]3)[CH2:18][CH2:17]2)=[O:15])=[CH:4][C:3]=1[Cl:55].[BrH:56], predict the reaction product. The product is: [BrH:56].[NH2:1][C:2]1[C:7]([C:8]([F:9])([F:11])[F:10])=[CH:6][C:5]([CH2:12][C@@H:13]([O:34][C:35]([N:37]2[CH2:38][CH2:39][CH:40]([N:43]3[CH2:49][CH2:48][C:47]4[CH:50]=[CH:51][CH:52]=[CH:53][C:46]=4[NH:45][C:44]3=[O:54])[CH2:41][CH2:42]2)=[O:36])[C:14]([N:16]2[CH2:17][CH2:18][N:19]([CH:22]3[CH2:23][CH2:24][N:25]([CH2:28][C:29]([O:31][CH2:32][CH3:33])=[O:30])[CH2:26][CH2:27]3)[CH2:20][CH2:21]2)=[O:15])=[CH:4][C:3]=1[Cl:55]. (2) Given the reactants [Br:1][C:2]1[CH:3]=[CH:4][C:5]([CH2:8][NH2:9])=[N:6][CH:7]=1.CCN(CC)CC.[C:17](Cl)([CH3:19])=[O:18], predict the reaction product. The product is: [Br:1][C:2]1[CH:3]=[CH:4][C:5]([CH2:8][NH:9][C:17](=[O:18])[CH3:19])=[N:6][CH:7]=1. (3) Given the reactants [Br:1][C:2]1[CH:3]=[CH:4][C:5]([F:10])=[C:6]([CH:9]=1)[CH:7]=O.[CH3:11][O:12][C:13](=[O:34])[CH:14]=P(C1C=CC=CC=1)(C1C=CC=CC=1)C1C=CC=CC=1, predict the reaction product. The product is: [CH3:11][O:12][C:13](=[O:34])[CH:14]=[CH:7][C:6]1[CH:9]=[C:2]([Br:1])[CH:3]=[CH:4][C:5]=1[F:10]. (4) The product is: [CH3:1][C:2]1[C:10]([NH:11][C:12]([C:14]2[C:15]([C:20]3[CH:21]=[CH:22][C:23]([C:26]([F:27])([F:29])[F:28])=[CH:24][CH:25]=3)=[CH:16][CH:17]=[CH:18][CH:19]=2)=[O:13])=[C:9]([CH3:30])[CH:8]=[C:7]2[C:3]=1[CH2:4][CH2:5][N:6]2[CH2:32][CH2:31][C:33]1[CH:38]=[CH:37][CH:36]=[CH:35][N:34]=1. Given the reactants [CH3:1][C:2]1[C:10]([NH:11][C:12]([C:14]2[C:15]([C:20]3[CH:25]=[CH:24][C:23]([C:26]([F:29])([F:28])[F:27])=[CH:22][CH:21]=3)=[CH:16][CH:17]=[CH:18][CH:19]=2)=[O:13])=[C:9]([CH3:30])[CH:8]=[C:7]2[C:3]=1[CH2:4][CH2:5][NH:6]2.[CH:31]([C:33]1[CH:38]=[CH:37][CH:36]=[CH:35][N:34]=1)=[CH2:32].CS(O)(=O)=O, predict the reaction product. (5) Given the reactants C(=O)([O-])[O-].[Cs+].[Cs+].[N+]([C:10]1[CH:11]=[C:12]([C:18]#[N:19])[C:13](=[CH:16][CH:17]=1)[C:14]#[N:15])([O-])=O.[CH:20]([C:23]1[CH:28]=[CH:27][CH:26]=[C:25]([CH:29]([CH3:31])[CH3:30])[C:24]=1[OH:32])([CH3:22])[CH3:21], predict the reaction product. The product is: [CH:29]([C:25]1[CH:26]=[CH:27][CH:28]=[C:23]([CH:20]([CH3:22])[CH3:21])[C:24]=1[O:32][C:10]1[CH:11]=[C:12]([C:18]#[N:19])[C:13](=[CH:16][CH:17]=1)[C:14]#[N:15])([CH3:31])[CH3:30]. (6) Given the reactants [Br:1][CH2:2][C:3]1[CH:10]=[CH:9][C:6]([CH:7]=O)=[CH:5][CH:4]=1.C([O-])(=O)C.[Na+].Cl.[NH2:17][OH:18], predict the reaction product. The product is: [Br:1][CH2:2][C:3]1[CH:10]=[CH:9][C:6]([CH:7]=[N:17][OH:18])=[CH:5][CH:4]=1. (7) Given the reactants N[C@H](C=O)CCSC.[OH:9][C:10]1[CH:15]=[CH:14][C:13]([CH:16]=[CH:17][C:18]([C:20]2[CH:25]=[CH:24][CH:23]=[CH:22][CH:21]=2)=[O:19])=[CH:12][CH:11]=1.OC1C=CC(C=O)=CC=1.C(C1C=CC=CC=1)(=O)C.[OH-].[K+].C(NCC)C.[N+:51]([CH3:54])([O-:53])=[O:52], predict the reaction product. The product is: [OH:9][C:10]1[CH:11]=[CH:12][C:13]([CH:16]([CH2:54][N+:51]([O-:53])=[O:52])[CH2:17][C:18]([C:20]2[CH:21]=[CH:22][CH:23]=[CH:24][CH:25]=2)=[O:19])=[CH:14][CH:15]=1. (8) Given the reactants [C:1]([O:5][C:6]([N:8]1[CH2:12][C@@H:11]([OH:13])[C@H:10]([C:14]#[N:15])[CH2:9]1)=[O:7])([CH3:4])([CH3:3])[CH3:2].[CH3:16]I, predict the reaction product. The product is: [C:1]([O:5][C:6]([N:8]1[CH2:12][C@@H:11]([O:13][CH3:16])[C@H:10]([C:14]#[N:15])[CH2:9]1)=[O:7])([CH3:4])([CH3:2])[CH3:3].